Dataset: Forward reaction prediction with 1.9M reactions from USPTO patents (1976-2016). Task: Predict the product of the given reaction. (1) The product is: [Cl:16][C:17]1[CH:22]=[CH:21][C:20]([CH:23]([C:36]2[CH:37]=[CH:38][CH:39]=[CH:40][CH:41]=2)[NH:24][C:25](=[O:35])[CH2:26][C:27]2[CH:32]=[CH:31][C:30]([O:33][CH2:2][C:3]3[C:4]([CH3:9])=[N:5][CH:6]=[CH:7][CH:8]=3)=[C:29]([CH3:34])[CH:28]=2)=[C:19]([CH3:42])[CH:18]=1. Given the reactants Cl[CH2:2][C:3]1[C:4]([CH3:9])=[N:5][CH:6]=[CH:7][CH:8]=1.C([O-])([O-])=O.[K+].[K+].[Cl:16][C:17]1[CH:22]=[CH:21][C:20]([CH:23]([C:36]2[CH:41]=[CH:40][CH:39]=[CH:38][CH:37]=2)[NH:24][C:25](=[O:35])[CH2:26][C:27]2[CH:32]=[CH:31][C:30]([OH:33])=[C:29]([CH3:34])[CH:28]=2)=[C:19]([CH3:42])[CH:18]=1, predict the reaction product. (2) Given the reactants C([O:8][N:9]([CH2:12][C@@H:13]([CH2:17][CH2:18][CH2:19][CH2:20][CH3:21])[C:14](O)=[O:15])[CH:10]=[O:11])C1C=CC=CC=1.[F:22][C@H:23]1[CH2:27][NH:26][C@H:25]([C:28]2[NH:32][C:31]3[CH:33]=[CH:34][CH:35]=[CH:36][C:30]=3[N:29]=2)[CH2:24]1, predict the reaction product. The product is: [NH:32]1[C:31]2[CH:33]=[CH:34][CH:35]=[CH:36][C:30]=2[N:29]=[C:28]1[C@@H:25]1[CH2:24][CH:23]([F:22])[CH2:27][N:26]1[C:14]([C@H:13]([CH2:17][CH2:18][CH2:19][CH2:20][CH3:21])[CH2:12][N:9]([OH:8])[CH:10]=[O:11])=[O:15].